From a dataset of Catalyst prediction with 721,799 reactions and 888 catalyst types from USPTO. Predict which catalyst facilitates the given reaction. (1) Reactant: C([O:3][CH2:4][CH2:5][O:6][NH:7][C:8]([C:10]1[C:25]([NH:26][C:27]2[CH:32]=[CH:31][C:30]([Br:33])=[CH:29][C:28]=2[Cl:34])=[C:24]([F:35])[C:13]2[N:14]=[CH:15][N:16]([CH2:17][CH:18]3[CH2:23][CH2:22][CH2:21][CH2:20][O:19]3)[C:12]=2[CH:11]=1)=[O:9])=C.Cl.[OH-].[Na+]. Product: [OH:3][CH2:4][CH2:5][O:6][NH:7][C:8]([C:10]1[C:25]([NH:26][C:27]2[CH:32]=[CH:31][C:30]([Br:33])=[CH:29][C:28]=2[Cl:34])=[C:24]([F:35])[C:13]2[N:14]=[CH:15][N:16]([CH2:17][CH:18]3[CH2:23][CH2:22][CH2:21][CH2:20][O:19]3)[C:12]=2[CH:11]=1)=[O:9]. The catalyst class is: 40. (2) Reactant: [C:1]([O:5][C:6]([N:8]1[CH2:13][CH2:12][N:11]([CH2:14][C:15]2[CH:20]=[CH:19][C:18](/[CH:21]=[CH:22]/[C:23](OC)=[O:24])=[CH:17][CH:16]=2)[CH2:10][CH2:9]1)=[O:7])([CH3:4])([CH3:3])[CH3:2].C[O-].[Na+].[NH2:30][OH:31].Cl. Product: [C:1]([O:5][C:6]([N:8]1[CH2:9][CH2:10][N:11]([CH2:14][C:15]2[CH:16]=[CH:17][C:18](/[CH:21]=[CH:22]/[C:23](=[O:24])[NH:30][OH:31])=[CH:19][CH:20]=2)[CH2:12][CH2:13]1)=[O:7])([CH3:4])([CH3:3])[CH3:2]. The catalyst class is: 5. (3) Reactant: [N+:1]([C:4]1[CH:9]=[CH:8][C:7]([S:10]([NH:13][C:14]2[CH:15]=[C:16]([CH:21]=[CH:22][C:23]=2[NH:24][S:25]([C:28]2[CH:33]=[CH:32][C:31]([N+:34]([O-])=O)=[CH:30][CH:29]=2)(=[O:27])=[O:26])[C:17]([O:19][CH3:20])=[O:18])(=[O:12])=[O:11])=[CH:6][CH:5]=1)([O-])=O. Product: [NH2:1][C:4]1[CH:9]=[CH:8][C:7]([S:10]([NH:13][C:14]2[CH:15]=[C:16]([CH:21]=[CH:22][C:23]=2[NH:24][S:25]([C:28]2[CH:29]=[CH:30][C:31]([NH2:34])=[CH:32][CH:33]=2)(=[O:27])=[O:26])[C:17]([O:19][CH3:20])=[O:18])(=[O:11])=[O:12])=[CH:6][CH:5]=1. The catalyst class is: 381. (4) Reactant: CON(C)[C:4]([CH:6]1[CH2:9][C:8]([O:12][CH3:13])([O:10][CH3:11])[CH2:7]1)=[O:5].[CH2:15]([Mg]Br)[CH2:16][CH:17]=[CH2:18]. Product: [CH3:13][O:12][C:8]1([O:10][CH3:11])[CH2:7][CH:6]([C:4](=[O:5])[CH2:18][CH2:17][CH:16]=[CH2:15])[CH2:9]1. The catalyst class is: 1. (5) Reactant: C1C=C(Cl)C=C(C(OO)=[O:9])C=1.[Cl:12][C:13]1[CH:14]=[C:15]2[C:20](=[CH:21][CH:22]=1)[C:19](=[O:23])[N:18]([C:24]1[CH:25]=[N:26][CH:27]=[C:28]([S:30][CH3:31])[CH:29]=1)[CH2:17][CH2:16]2.[OH-].[Na+]. Product: [Cl:12][C:13]1[CH:14]=[C:15]2[C:20](=[CH:21][CH:22]=1)[C:19](=[O:23])[N:18]([C:24]1[CH:25]=[N:26][CH:27]=[C:28]([S:30]([CH3:31])=[O:9])[CH:29]=1)[CH2:17][CH2:16]2. The catalyst class is: 2. (6) Reactant: [Cl:1][C:2]1[CH:7]=[CH:6][C:5]([C:8]2[CH:13]=[CH:12][CH:11]=[C:10]([CH3:14])[CH:9]=2)=[CH:4][C:3]=1[C:15]([O:17][CH3:18])=[O:16].C1C(=O)N([Br:26])C(=O)C1.CC(N=NC(C#N)(C)C)(C#N)C. Product: [Br:26][CH2:14][C:10]1[CH:9]=[C:8]([C:5]2[CH:6]=[CH:7][C:2]([Cl:1])=[C:3]([C:15]([O:17][CH3:18])=[O:16])[CH:4]=2)[CH:13]=[CH:12][CH:11]=1. The catalyst class is: 53. (7) Reactant: [CH2:1]([N:3]([CH:28]1[CH2:33][CH2:32][O:31][CH2:30][CH2:29]1)[C:4]1[C:19]2[CH2:18][CH:17]=[CH:16][CH2:15][CH2:14][C:13]3[CH:20]=[C:21]([CH3:26])[N:22]=[C:23]([O:24]C)[C:12]=3[CH2:11][NH:10][C:9](=[O:27])[C:8]=2[CH:7]=[CH:6][CH:5]=1)[CH3:2].[ClH:34].CO. Product: [ClH:34].[CH2:1]([N:3]([CH:28]1[CH2:33][CH2:32][O:31][CH2:30][CH2:29]1)[C:4]1[C:19]2[CH2:18][CH:17]=[CH:16][CH2:15][CH2:14][C:13]3[CH:20]=[C:21]([CH3:26])[NH:22][C:23](=[O:24])[C:12]=3[CH2:11][NH:10][C:9](=[O:27])[C:8]=2[CH:7]=[CH:6][CH:5]=1)[CH3:2]. The catalyst class is: 12. (8) Reactant: ClC(Cl)C.[Br:5][C:6]1[CH:15]=[N:14][C:13]2[NH:12][C:11](=O)[C:10]([CH3:18])([CH3:17])[O:9][C:8]=2[CH:7]=1.P(Cl)(Cl)(Cl)(Cl)Cl.[CH3:25][NH2:26]. Product: [Br:5][C:6]1[CH:15]=[N:14][C:13]2[NH:12]/[C:11](=[N:26]/[CH3:25])/[C:10]([CH3:18])([CH3:17])[O:9][C:8]=2[CH:7]=1. The catalyst class is: 2.